From a dataset of Forward reaction prediction with 1.9M reactions from USPTO patents (1976-2016). Predict the product of the given reaction. (1) Given the reactants [CH3:1][CH:2]([CH3:32])[CH2:3][C@H:4]([NH:21][C:22]1[CH:31]=[CH:30][C:25]([C:26]([O:28]C)=[O:27])=[CH:24][N:23]=1)[C:5]1[CH:10]=[CH:9][C:8]([C:11]2[CH:16]=[CH:15][C:14]([C:17]([F:20])([F:19])[F:18])=[CH:13][N:12]=2)=[CH:7][CH:6]=1.O1CCCC1.[OH-].[Li+], predict the reaction product. The product is: [CH3:1][CH:2]([CH3:32])[CH2:3][C@H:4]([NH:21][C:22]1[CH:31]=[CH:30][C:25]([C:26]([OH:28])=[O:27])=[CH:24][N:23]=1)[C:5]1[CH:6]=[CH:7][C:8]([C:11]2[CH:16]=[CH:15][C:14]([C:17]([F:20])([F:18])[F:19])=[CH:13][N:12]=2)=[CH:9][CH:10]=1. (2) Given the reactants Cl[C:2]1[N:7]=[CH:6][N:5]=[C:4]([NH2:8])[CH:3]=1.[NH2:9][C:10]1[CH:11]=[CH:12][C:13]([O:16][CH3:17])=[N:14][CH:15]=1.CC(O)C.C([O-])([O-])=O.[Na+].[Na+], predict the reaction product. The product is: [CH3:17][O:16][C:13]1[N:14]=[CH:15][C:10]([NH:9][C:2]2[CH:3]=[C:4]([NH2:8])[N:5]=[CH:6][N:7]=2)=[CH:11][CH:12]=1. (3) Given the reactants [N:1]1[N:12]2[C:4]([N:5]=[C:6]3[C:10](=[C:11]2[C:13]2[CH:18]=[CH:17][C:16]([OH:19])=[C:15](I)[CH:14]=2)[CH2:9][CH2:8][CH2:7]3)=[CH:3][CH:2]=1.[CH:21]#[C:22][CH2:23][CH2:24][OH:25].C(N(CC)CC)C, predict the reaction product. The product is: [N:1]1[N:12]2[C:4]([N:5]=[C:6]3[C:10](=[C:11]2[C:13]2[CH:18]=[CH:17][C:16]4[O:19][C:22]([CH2:23][CH2:24][OH:25])=[CH:21][C:15]=4[CH:14]=2)[CH2:9][CH2:8][CH2:7]3)=[CH:3][CH:2]=1. (4) Given the reactants [F:1][C:2]1[CH:7]=[C:6]([N:8]2[CH:13]=[CH:12][CH:11]=[CH:10][C:9]2=[O:14])[CH:5]=[CH:4][C:3]=1[NH:15][C:16]([C@@H:18]1[CH2:22][C@H:21]([NH:23][C:24]([C:26]2[S:27][C:28]([Cl:31])=[CH:29][CH:30]=2)=[O:25])[C:20](=O)[CH2:19]1)=[O:17].[CH3:33][NH2:34], predict the reaction product. The product is: [F:1][C:2]1[CH:7]=[C:6]([N:8]2[CH:13]=[CH:12][CH:11]=[CH:10][C:9]2=[O:14])[CH:5]=[CH:4][C:3]=1[NH:15][C:16]([CH:18]1[CH2:22][C@H:21]([NH:23][C:24]([C:26]2[S:27][C:28]([Cl:31])=[CH:29][CH:30]=2)=[O:25])[CH:20]([NH:34][CH3:33])[CH2:19]1)=[O:17]. (5) The product is: [F:39][C:40]([F:59])([F:58])[S:41]([O:1][C:2]1[CH2:11][CH2:10][C:9]2[C:4](=[CH:5][CH:6]=[C:7]([C@@H:12]3[CH2:21][CH2:20][C@@:14]4([NH:18][C:17](=[O:19])[O:16][CH2:15]4)[CH2:13]3)[CH:8]=2)[CH:3]=1)(=[O:43])=[O:42]. Given the reactants [O:1]=[C:2]1[CH2:11][CH2:10][C:9]2[CH:8]=[C:7]([C@@H:12]3[CH2:21][CH2:20][C@@:14]4([NH:18][C:17](=[O:19])[O:16][CH2:15]4)[CH2:13]3)[CH:6]=[CH:5][C:4]=2[CH2:3]1.CN1C(=O)N(C)CCC1.[Li+].CC([N-]C(C)C)C.[F:39][C:40]([F:59])([F:58])[S:41](N(C1C=CC=CC=1)[S:41]([C:40]([F:59])([F:58])[F:39])(=[O:43])=[O:42])(=[O:43])=[O:42], predict the reaction product. (6) Given the reactants [C:1]([C:3]1[CH:23]=[CH:22][C:6]2[NH:7][C:8](=[O:21])[C@@H:9]([NH:13][C:14](=[O:20])[O:15][C:16]([CH3:19])([CH3:18])[CH3:17])[C@H:10]([CH3:12])[NH:11][C:5]=2[CH:4]=1)#[N:2].CS(O[CH2:29][C:30]1[C:39]2[C:34](=[CH:35][CH:36]=[CH:37][CH:38]=2)[N:33]=[CH:32][C:31]=1[CH:40]1[CH2:42][CH2:41]1)(=O)=O.C(=O)([O-])[O-].[Cs+].[Cs+], predict the reaction product. The product is: [C:1]([C:3]1[CH:23]=[CH:22][C:6]2[N:7]([CH2:29][C:30]3[C:39]4[C:34](=[CH:35][CH:36]=[CH:37][CH:38]=4)[N:33]=[CH:32][C:31]=3[CH:40]3[CH2:41][CH2:42]3)[C:8](=[O:21])[C@@H:9]([NH:13][C:14](=[O:20])[O:15][C:16]([CH3:18])([CH3:19])[CH3:17])[C@H:10]([CH3:12])[NH:11][C:5]=2[CH:4]=1)#[N:2].